This data is from NCI-60 drug combinations with 297,098 pairs across 59 cell lines. The task is: Regression. Given two drug SMILES strings and cell line genomic features, predict the synergy score measuring deviation from expected non-interaction effect. (1) Cell line: TK-10. Synergy scores: CSS=12.1, Synergy_ZIP=-6.44, Synergy_Bliss=-2.33, Synergy_Loewe=-20.9, Synergy_HSA=-6.00. Drug 2: CC1CCC2CC(C(=CC=CC=CC(CC(C(=O)C(C(C(=CC(C(=O)CC(OC(=O)C3CCCCN3C(=O)C(=O)C1(O2)O)C(C)CC4CCC(C(C4)OC)OCCO)C)C)O)OC)C)C)C)OC. Drug 1: CN(C)C1=NC(=NC(=N1)N(C)C)N(C)C. (2) Drug 1: CS(=O)(=O)C1=CC(=C(C=C1)C(=O)NC2=CC(=C(C=C2)Cl)C3=CC=CC=N3)Cl. Drug 2: CC(C)(C#N)C1=CC(=CC(=C1)CN2C=NC=N2)C(C)(C)C#N. Cell line: COLO 205. Synergy scores: CSS=-6.58, Synergy_ZIP=3.71, Synergy_Bliss=2.63, Synergy_Loewe=-2.76, Synergy_HSA=-4.46. (3) Drug 1: C1C(C(OC1N2C=C(C(=O)NC2=O)F)CO)O. Drug 2: CCC1(CC2CC(C3=C(CCN(C2)C1)C4=CC=CC=C4N3)(C5=C(C=C6C(=C5)C78CCN9C7C(C=CC9)(C(C(C8N6C)(C(=O)OC)O)OC(=O)C)CC)OC)C(=O)OC)O.OS(=O)(=O)O. Cell line: OVCAR-4. Synergy scores: CSS=8.12, Synergy_ZIP=1.45, Synergy_Bliss=0.0978, Synergy_Loewe=-3.94, Synergy_HSA=0.0687. (4) Drug 1: CC(CN1CC(=O)NC(=O)C1)N2CC(=O)NC(=O)C2. Drug 2: CCC1(C2=C(COC1=O)C(=O)N3CC4=CC5=C(C=CC(=C5CN(C)C)O)N=C4C3=C2)O.Cl. Cell line: EKVX. Synergy scores: CSS=8.50, Synergy_ZIP=-2.95, Synergy_Bliss=-1.98, Synergy_Loewe=-0.124, Synergy_HSA=-1.04. (5) Drug 1: C1CCN(CC1)CCOC2=CC=C(C=C2)C(=O)C3=C(SC4=C3C=CC(=C4)O)C5=CC=C(C=C5)O. Drug 2: CC1C(C(=O)NC(C(=O)N2CCCC2C(=O)N(CC(=O)N(C(C(=O)O1)C(C)C)C)C)C(C)C)NC(=O)C3=C4C(=C(C=C3)C)OC5=C(C(=O)C(=C(C5=N4)C(=O)NC6C(OC(=O)C(N(C(=O)CN(C(=O)C7CCCN7C(=O)C(NC6=O)C(C)C)C)C)C(C)C)C)N)C. Cell line: MALME-3M. Synergy scores: CSS=19.2, Synergy_ZIP=-2.80, Synergy_Bliss=6.98, Synergy_Loewe=-7.09, Synergy_HSA=4.00. (6) Drug 1: CC1=C2C(C(=O)C3(C(CC4C(C3C(C(C2(C)C)(CC1OC(=O)C(C(C5=CC=CC=C5)NC(=O)C6=CC=CC=C6)O)O)OC(=O)C7=CC=CC=C7)(CO4)OC(=O)C)O)C)OC(=O)C. Drug 2: CN1C2=C(C=C(C=C2)N(CCCl)CCCl)N=C1CCCC(=O)O.Cl. Cell line: SF-539. Synergy scores: CSS=37.7, Synergy_ZIP=-0.0281, Synergy_Bliss=2.80, Synergy_Loewe=-58.4, Synergy_HSA=3.21. (7) Drug 1: CN1C2=C(C=C(C=C2)N(CCCl)CCCl)N=C1CCCC(=O)O.Cl. Drug 2: C1CNP(=O)(OC1)N(CCCl)CCCl. Cell line: OVCAR-5. Synergy scores: CSS=1.35, Synergy_ZIP=0.143, Synergy_Bliss=-0.231, Synergy_Loewe=-0.441, Synergy_HSA=-0.398. (8) Drug 1: CC(C1=C(C=CC(=C1Cl)F)Cl)OC2=C(N=CC(=C2)C3=CN(N=C3)C4CCNCC4)N. Synergy scores: CSS=29.1, Synergy_ZIP=-1.45, Synergy_Bliss=-1.50, Synergy_Loewe=-9.38, Synergy_HSA=-3.09. Cell line: NCI-H522. Drug 2: CN(CC1=CN=C2C(=N1)C(=NC(=N2)N)N)C3=CC=C(C=C3)C(=O)NC(CCC(=O)O)C(=O)O. (9) Drug 2: C1=NC2=C(N1)C(=S)N=CN2. Synergy scores: CSS=9.53, Synergy_ZIP=-9.53, Synergy_Bliss=-13.7, Synergy_Loewe=-18.2, Synergy_HSA=-13.7. Cell line: HT29. Drug 1: CC12CCC(CC1=CCC3C2CCC4(C3CC=C4C5=CN=CC=C5)C)O.